From a dataset of Catalyst prediction with 721,799 reactions and 888 catalyst types from USPTO. Predict which catalyst facilitates the given reaction. (1) Reactant: [N:1]1[CH:6]=[CH:5][CH:4]=[C:3]([CH2:7][CH2:8][OH:9])[CH:2]=1.C(N(CC)CC)C.[CH3:17][S:18](Cl)(=[O:20])=[O:19]. Product: [CH3:17][S:18]([O:9][CH2:8][CH2:7][C:3]1[CH:2]=[N:1][CH:6]=[CH:5][CH:4]=1)(=[O:20])=[O:19]. The catalyst class is: 1. (2) Reactant: [OH:1][C:2]1[CH:10]=[C:9]([OH:11])[CH:8]=[CH:7][C:3]=1[C:4]([OH:6])=[O:5].FC(F)(F)C(OC(=O)C(F)(F)F)=O.[CH3:25][C:26]([CH3:28])=O. Product: [OH:11][C:9]1[CH:8]=[CH:7][C:3]2[C:4](=[O:6])[O:5][C:26]([CH3:28])([CH3:25])[O:1][C:2]=2[CH:10]=1. The catalyst class is: 55. (3) Reactant: [O:1]=[C:2]1[NH:7][C:6]2[CH:8]=[C:9]([C:12](OC)=[O:13])[CH:10]=[N:11][C:5]=2[N:4]2[CH2:16][CH2:17][S:18][CH2:19][CH:3]12.[H-].[Na+].[H-].[Al+3].[Li+].[H-].[H-].[H-].CO. Product: [OH:13][CH2:12][C:9]1[CH:10]=[N:11][C:5]2[N:4]3[CH2:16][CH2:17][S:18][CH2:19][CH:3]3[C:2](=[O:1])[NH:7][C:6]=2[CH:8]=1. The catalyst class is: 253. (4) Reactant: [CH3:1][O:2][C:3]1[CH:4]=[C:5]2[C:10](=[CH:11][CH:12]=1)[CH:9]=[C:8]([CH:13]([N:17]1[CH2:22][CH2:21][N:20]([CH3:23])[CH2:19][CH2:18]1)[C:14](O)=[O:15])[CH:7]=[CH:6]2.C1C=CC2N(O)N=NC=2C=1.O.CCN=C=NCCCN(C)C.Cl.CCN(C(C)C)C(C)C.[Cl:56][C:57]1[CH:58]=[C:59]([NH:64][NH2:65])[CH:60]=[C:61]([Cl:63])[CH:62]=1. Product: [Cl:56][C:57]1[CH:58]=[C:59]([NH:64][NH:65][C:14](=[O:15])[CH:13]([C:8]2[CH:7]=[CH:6][C:5]3[C:10](=[CH:11][CH:12]=[C:3]([O:2][CH3:1])[CH:4]=3)[CH:9]=2)[N:17]2[CH2:22][CH2:21][N:20]([CH3:23])[CH2:19][CH2:18]2)[CH:60]=[C:61]([Cl:63])[CH:62]=1. The catalyst class is: 91. (5) Reactant: [N:1]1[CH:6]=[CH:5][CH:4]=[CH:3][C:2]=1[C:7]1[CH:8]=[N:9][C:10]([N:13]2[C:21]3[C:16](=[CH:17][CH:18]=[C:19]([C:22]([O:24]C)=[O:23])[CH:20]=3)[C:15]3([CH2:27][CH2:26]3)[CH2:14]2)=[N:11][CH:12]=1.[Li+].[OH-]. Product: [N:1]1[CH:6]=[CH:5][CH:4]=[CH:3][C:2]=1[C:7]1[CH:8]=[N:9][C:10]([N:13]2[C:21]3[C:16](=[CH:17][CH:18]=[C:19]([C:22]([OH:24])=[O:23])[CH:20]=3)[C:15]3([CH2:26][CH2:27]3)[CH2:14]2)=[N:11][CH:12]=1. The catalyst class is: 87. (6) Reactant: [CH:1](NC(C)C)(C)C.C([Li])CCC.[Br:13][C:14]1[CH:19]=[CH:18][C:17]([Cl:20])=[C:16]([F:21])[CH:15]=1.IC. Product: [Br:13][C:14]1[CH:19]=[CH:18][C:17]([Cl:20])=[C:16]([F:21])[C:15]=1[CH3:1]. The catalyst class is: 1.